Dataset: Reaction yield outcomes from USPTO patents with 853,638 reactions. Task: Predict the reaction yield, written as a fraction of the theoretical maximum amount of product (1.0 means a 100% yield; for example, 0.34 means a 34% yield). The reactants are [C:1]1([Mg]Br)[CH:6]=[CH:5][CH:4]=[CH:3][CH:2]=1.[NH:9]1[C:19]2[C:14](=[CH:15][CH:16]=[CH:17][CH:18]=2)[C:12](=[O:13])[C:10]1=[O:11]. The catalyst is C1COCC1. The product is [OH:13][C:12]1([C:14]2[CH:19]=[CH:18][CH:17]=[CH:16][CH:15]=2)[C:6]2[C:1](=[CH:2][CH:3]=[CH:4][CH:5]=2)[NH:9][C:10]1=[O:11]. The yield is 0.650.